From a dataset of Reaction yield outcomes from USPTO patents with 853,638 reactions. Predict the reaction yield, written as a fraction of the theoretical maximum amount of product (1.0 means a 100% yield; for example, 0.34 means a 34% yield). (1) The reactants are Br[CH2:2][C:3]1[CH:4]=[C:5]([CH:8]=[C:9]([CH3:11])[CH:10]=1)[C:6]#[N:7].[C-:12]#[N:13].[K+]. The catalyst is C(O)C. The product is [C:12]([CH2:2][C:3]1[CH:4]=[C:5]([CH:8]=[C:9]([CH3:11])[CH:10]=1)[C:6]#[N:7])#[N:13]. The yield is 0.510. (2) The reactants are [Br:1][CH2:2][CH:3]([CH2:7][CH2:8][CH2:9][C:10]1[CH:15]=[CH:14][CH:13]=[CH:12][CH:11]=1)[C:4]([OH:6])=[O:5].[N+](=[CH2:18])=[N-]. The catalyst is C(OCC)C. The product is [Br:1][CH2:2][CH:3]([CH2:7][CH2:8][CH2:9][C:10]1[CH:11]=[CH:12][CH:13]=[CH:14][CH:15]=1)[C:4]([O:6][CH3:18])=[O:5]. The yield is 1.00.